From a dataset of Forward reaction prediction with 1.9M reactions from USPTO patents (1976-2016). Predict the product of the given reaction. (1) Given the reactants [O:1]=[C:2]1[O:8][C@H:7]([C@H:9]([CH2:11][OH:12])[OH:10])[C:5]([OH:6])=[C:3]1[OH:4].[OH-].[Na+].[C:15](Cl)(=[O:27])[CH2:16][CH2:17][CH2:18][CH2:19][CH2:20][CH2:21][CH2:22][CH2:23][CH2:24][CH2:25][CH3:26].Cl, predict the reaction product. The product is: [CH3:26][CH2:25][CH2:24][CH2:23][CH2:22][CH2:21][CH2:20][CH2:19][CH2:18][CH2:17][CH2:16][C:15]([O:12][CH2:11][C@H:9]([OH:10])[C@H:7]1[O:8][C:2](=[O:1])[C:3]([OH:4])=[C:5]1[OH:6])=[O:27]. (2) Given the reactants [CH:1]1([C:7]([OH:9])=[O:8])[CH2:6][CH2:5][CH2:4][CH2:3][CH2:2]1.[CH2:10]1[CH2:15]CCC[CH2:11]1.CC1C=CC(S(O)(=O)=O)=CC=1, predict the reaction product. The product is: [CH:10]([O:8][C:7]([CH:1]1[CH2:6][CH2:5][CH2:4][CH2:3][CH2:2]1)=[O:9])([CH3:15])[CH3:11]. (3) Given the reactants F[C:2]1[CH:9]=[C:8]([N:10]2[C:22]3[CH:21]=[CH:20][CH:19]=[C:18]([C:23]4[CH:24]=[N:25][C:26]5[C:31]([CH:32]=4)=[CH:30][CH:29]=[CH:28][CH:27]=5)[C:17]=3[C:16]3[C:11]2=[CH:12][CH:13]=[CH:14][CH:15]=3)[CH:7]=[CH:6][C:3]=1[C:4]#[N:5].C(=O)([O-])[O-].[K+].[K+].[NH2:39][CH2:40][C:41]1[CH:46]=[CH:45][CH:44]=[CH:43][N:42]=1.[OH-:47].[Na+].OO, predict the reaction product. The product is: [N:42]1[CH:43]=[CH:44][CH:45]=[CH:46][C:41]=1[CH2:40][NH:39][C:2]1[CH:9]=[C:8]([N:10]2[C:22]3[CH:21]=[CH:20][CH:19]=[C:18]([C:23]4[CH:24]=[N:25][C:26]5[C:31]([CH:32]=4)=[CH:30][CH:29]=[CH:28][CH:27]=5)[C:17]=3[C:16]3[C:11]2=[CH:12][CH:13]=[CH:14][CH:15]=3)[CH:7]=[CH:6][C:3]=1[C:4]([NH2:5])=[O:47].